Predict the product of the given reaction. From a dataset of Forward reaction prediction with 1.9M reactions from USPTO patents (1976-2016). (1) Given the reactants [Br:1][C:2]1[CH:3]=[C:4]([CH:20]=[CH:21][CH:22]=1)[CH2:5][N:6]1[C:14]2[C:13](=[O:15])[N:12]([CH3:16])[C:11](=[O:17])[N:10]([CH3:18])[C:9]=2[N:8]=[C:7]1Cl.C(=O)([O-])[O-].[K+].[K+].[F:29][C:30]([F:39])([F:38])[C:31]1[CH:32]=[C:33]([OH:37])[CH:34]=[CH:35][CH:36]=1, predict the reaction product. The product is: [Br:1][C:2]1[CH:3]=[C:4]([CH:20]=[CH:21][CH:22]=1)[CH2:5][N:6]1[C:14]2[C:13](=[O:15])[N:12]([CH3:16])[C:11](=[O:17])[N:10]([CH3:18])[C:9]=2[N:8]=[C:7]1[O:37][C:33]1[CH:34]=[CH:35][CH:36]=[C:31]([C:30]([F:29])([F:38])[F:39])[CH:32]=1. (2) Given the reactants [CH2:1]([C:3]1[CH:11]=[C:10]([CH3:12])[C:9]2[N:8](S(C3C=CC(C)=CC=3)(=O)=O)[CH:7]=[CH:6][C:5]=2[C:4]=1[CH:23]=[O:24])[CH3:2].[OH-].[K+], predict the reaction product. The product is: [CH2:1]([C:3]1[CH:11]=[C:10]([CH3:12])[C:9]2[NH:8][CH:7]=[CH:6][C:5]=2[C:4]=1[CH:23]=[O:24])[CH3:2]. (3) Given the reactants Br[C:2]1[N:3]([CH2:13][CH:14]2[CH2:19][CH2:18][CH2:17][CH2:16][CH2:15]2)[C:4]([CH3:12])=[C:5]([C:7]([O:9][CH2:10][CH3:11])=[O:8])[N:6]=1.[C:20]([NH:24][S:25]([C:28]1[C:37]2[C:32](=[CH:33][CH:34]=[CH:35][CH:36]=2)[C:31](B2OC(C)(C)C(C)(C)O2)=[CH:30][CH:29]=1)(=[O:27])=[O:26])([CH3:23])([CH3:22])[CH3:21].C([O-])([O-])=O.[K+].[K+], predict the reaction product. The product is: [C:20]([NH:24][S:25]([C:28]1[C:37]2[C:32](=[CH:33][CH:34]=[CH:35][CH:36]=2)[C:31]([C:2]2[N:3]([CH2:13][CH:14]3[CH2:19][CH2:18][CH2:17][CH2:16][CH2:15]3)[C:4]([CH3:12])=[C:5]([C:7]([O:9][CH2:10][CH3:11])=[O:8])[N:6]=2)=[CH:30][CH:29]=1)(=[O:27])=[O:26])([CH3:23])([CH3:21])[CH3:22]. (4) The product is: [C:1]([O:5][C:6](=[O:17])[NH:7][CH2:8][C:9]1[CH:14]=[CH:13][C:12]([CH2:15][N:18]2[CH2:23][CH2:22][O:21][CH2:20][CH2:19]2)=[CH:11][CH:10]=1)([CH3:4])([CH3:3])[CH3:2]. Given the reactants [C:1]([O:5][C:6](=[O:17])[NH:7][CH2:8][C:9]1[CH:14]=[CH:13][C:12]([CH:15]=O)=[CH:11][CH:10]=1)([CH3:4])([CH3:3])[CH3:2].[NH:18]1[CH2:23][CH2:22][O:21][CH2:20][CH2:19]1.[BH3-]C#N.[Na+], predict the reaction product. (5) The product is: [C:28]([C:25]1[CH:26]=[CH:27][C:22]([NH:21][C:4]2[N:3]=[C:2]([N:30]3[CH:34]=[CH:33][CH:32]=[N:31]3)[C:7]([C:8]#[C:9][CH2:10][CH2:11][CH2:12][NH:13][C:14](=[O:20])[O:15][C:16]([CH3:19])([CH3:18])[CH3:17])=[CH:6][N:5]=2)=[CH:23][CH:24]=1)#[N:29]. Given the reactants Cl[C:2]1[C:7]([C:8]#[C:9][CH2:10][CH2:11][CH2:12][NH:13][C:14](=[O:20])[O:15][C:16]([CH3:19])([CH3:18])[CH3:17])=[CH:6][N:5]=[C:4]([NH:21][C:22]2[CH:27]=[CH:26][C:25]([C:28]#[N:29])=[CH:24][CH:23]=2)[N:3]=1.[NH:30]1[CH:34]=[CH:33][CH:32]=[N:31]1.C(=O)([O-])[O-].[Cs+].[Cs+].O, predict the reaction product.